Dataset: HIV replication inhibition screening data with 41,000+ compounds from the AIDS Antiviral Screen. Task: Binary Classification. Given a drug SMILES string, predict its activity (active/inactive) in a high-throughput screening assay against a specified biological target. (1) The molecule is COC(=N)C(C)C.Cl. The result is 0 (inactive). (2) The drug is CCN(CC)CCCC(C)Nc1c(Sc2cnc3cc(Cl)ccc3c2NC(C)CCCN(CC)CC)cnc2cc(Cl)ccc12.Cl. The result is 0 (inactive). (3) The compound is CC(C)S(=O)(=O)ON1C(=O)c2ccc([N+](=O)[O-])cc2C1=O. The result is 0 (inactive). (4) The result is 0 (inactive). The drug is CC(C)(CC1=CC(=O)C=CC1=O)Cc1ccccc1.